Dataset: Full USPTO retrosynthesis dataset with 1.9M reactions from patents (1976-2016). Task: Predict the reactants needed to synthesize the given product. (1) Given the product [C:17]([O:21][C:22]([N:24]([C:43]([O:45][C:46]([CH3:49])([CH3:48])[CH3:47])=[O:44])[C@H:25]1[CH2:29][C@@H:28]([N:30]2[CH:38]=[N:37][C:36]3[C:31]2=[N:32][C:33]([Cl:40])=[N:34][C:35]=3[NH:6][CH2:5][C:4]2[CH:7]=[CH:8][CH:9]=[C:2]([I:1])[CH:3]=2)[C@H:27]([OH:41])[C@@H:26]1[OH:42])=[O:23])([CH3:20])([CH3:19])[CH3:18], predict the reactants needed to synthesize it. The reactants are: [I:1][C:2]1[CH:3]=[C:4]([CH:7]=[CH:8][CH:9]=1)[CH2:5][NH2:6].C(N(CC)CC)C.[C:17]([O:21][C:22]([N:24]([C:43]([O:45][C:46]([CH3:49])([CH3:48])[CH3:47])=[O:44])[C@H:25]1[CH2:29][C@@H:28]([N:30]2[CH:38]=[N:37][C:36]3[C:31]2=[N:32][C:33]([Cl:40])=[N:34][C:35]=3Cl)[C@H:27]([OH:41])[C@@H:26]1[OH:42])=[O:23])([CH3:20])([CH3:19])[CH3:18]. (2) Given the product [Br:25][C:10]1[N:9]=[C:8]([C:13]([O:15][CH2:16][CH3:17])=[O:14])[C:7]([NH:6][CH:4]([CH3:5])[CH2:3][O:2][CH3:1])=[CH:12][CH:11]=1, predict the reactants needed to synthesize it. The reactants are: [CH3:1][O:2][CH2:3][CH:4]([NH:6][C:7]1[C:8]([C:13]([O:15][CH2:16][CH3:17])=[O:14])=[N:9][CH:10]=[CH:11][CH:12]=1)[CH3:5].C1C(=O)N([Br:25])C(=O)C1. (3) Given the product [F:28][C:23]1[CH:22]=[C:21]([N:11]2[C:12]3[N:19]=[CH:18][C:17]([F:20])=[CH:16][C:13]=3[C:14](=[O:15])[N:9]([C@@H:6]3[CH2:7][CH2:8][C@H:3]([NH:2][C:33](=[O:34])[C:32]4[CH:36]=[C:37]([CH2:40][OH:41])[CH:38]=[CH:39][C:31]=4[OH:30])[CH2:4][CH2:5]3)[C:10]2=[O:29])[CH:26]=[CH:25][C:24]=1[F:27], predict the reactants needed to synthesize it. The reactants are: Cl.[NH2:2][C@@H:3]1[CH2:8][CH2:7][C@H:6]([N:9]2[C:14](=[O:15])[C:13]3[CH:16]=[C:17]([F:20])[CH:18]=[N:19][C:12]=3[N:11]([C:21]3[CH:26]=[CH:25][C:24]([F:27])=[C:23]([F:28])[CH:22]=3)[C:10]2=[O:29])[CH2:5][CH2:4]1.[OH:30][C:31]1[CH:39]=[CH:38][C:37]([CH2:40][OH:41])=[CH:36][C:32]=1[C:33](O)=[O:34].CN(C(ON1N=NC2C=CC=NC1=2)=[N+](C)C)C.F[P-](F)(F)(F)(F)F.C1C=NC2N(O)N=NC=2C=1.CCN(C(C)C)C(C)C. (4) Given the product [F:1][C:2]1[CH:7]=[CH:6][C:5]([F:8])=[CH:4][C:3]=1[CH2:9][CH:10]([NH:12][C:14]1[CH:19]=[CH:18][NH:17][C:16](=[O:20])[C:15]=1[C:21]1[NH:22][C:23]2=[CH:31][C:30]3[C:29](=[O:32])[N:28]([CH:33]4[CH2:38][CH2:37][N:36]([CH3:39])[CH2:35][CH2:34]4)[C:27](=[O:40])[C:26]=3[CH:25]=[C:24]2[N:41]=1)[CH3:11], predict the reactants needed to synthesize it. The reactants are: [F:1][C:2]1[CH:7]=[CH:6][C:5]([F:8])=[CH:4][C:3]=1[CH2:9][CH:10]([NH2:12])[CH3:11].Cl[C:14]1[CH:19]=[CH:18][NH:17][C:16](=[O:20])[C:15]=1[C:21]1[NH:41][C:24]2=[CH:25][C:26]3[C:27](=[O:40])[N:28]([CH:33]4[CH2:38][CH2:37][N:36]([CH3:39])[CH2:35][CH2:34]4)[C:29](=[O:32])[C:30]=3[CH:31]=[C:23]2[N:22]=1. (5) Given the product [CH3:12][O:11][C:9](=[O:10])[CH2:8][C@H:5]1[CH2:6][CH2:7][C@@H:2]([OH:1])[CH2:3][CH2:4]1, predict the reactants needed to synthesize it. The reactants are: [OH:1][C:2]1[CH:7]=[CH:6][C:5]([CH2:8][C:9]([O:11][CH3:12])=[O:10])=[CH:4][CH:3]=1. (6) Given the product [ClH:12].[Cl:1][C:5]1[CH2:4][C:3]([CH3:9])([CH3:2])[NH:7][N:6]=1, predict the reactants needed to synthesize it. The reactants are: [ClH:1].[CH3:2][C:3]1([CH3:9])[NH:7][NH:6][C:5](=O)[CH2:4]1.O=P(Cl)(Cl)[Cl:12]. (7) Given the product [NH:1]([C:10]([O:12][C:13]([CH3:16])([CH3:15])[CH3:14])=[O:11])[C@H:2]([C:7]([NH:17][C@H:18]([C:23]([OH:25])=[O:24])[CH2:19][CH:20]([CH3:22])[CH3:21])=[O:9])[C@H:3]([CH2:5][CH3:6])[CH3:4], predict the reactants needed to synthesize it. The reactants are: [NH:1]([C:10]([O:12][C:13]([CH3:16])([CH3:15])[CH3:14])=[O:11])[C@H:2]([C:7]([OH:9])=O)[C@H:3]([CH2:5][CH3:6])[CH3:4].[NH2:17][C@H:18]([C:23]([OH:25])=[O:24])[CH2:19][CH:20]([CH3:22])[CH3:21].OS([O-])(=O)=O.[K+].O.